This data is from Full USPTO retrosynthesis dataset with 1.9M reactions from patents (1976-2016). The task is: Predict the reactants needed to synthesize the given product. Given the product [Cl:30][C:24]1[CH:25]=[C:26]([Cl:29])[CH:27]=[CH:28][C:23]=1[N:12]1[C:13]([C:16]2[CH:17]=[CH:18][C:19]([O:22][S:43]([CH2:42][CH2:41][CH2:40][C:39]([F:48])([F:47])[F:38])(=[O:45])=[O:44])=[CH:20][CH:21]=2)=[C:14]([CH3:15])[C:10]([C:8](=[O:9])[NH:7][N:1]2[CH2:6][CH2:5][CH2:4][CH2:3][CH2:2]2)=[N:11]1, predict the reactants needed to synthesize it. The reactants are: [N:1]1([NH:7][C:8]([C:10]2[C:14]([CH3:15])=[C:13]([C:16]3[CH:21]=[CH:20][C:19]([OH:22])=[CH:18][CH:17]=3)[N:12]([C:23]3[CH:28]=[CH:27][C:26]([Cl:29])=[CH:25][C:24]=3[Cl:30])[N:11]=2)=[O:9])[CH2:6][CH2:5][CH2:4][CH2:3][CH2:2]1.C(N(CC)CC)C.[F:38][C:39]([F:48])([F:47])[CH2:40][CH2:41][CH2:42][S:43](Cl)(=[O:45])=[O:44].O.